From a dataset of Reaction yield outcomes from USPTO patents with 853,638 reactions. Predict the reaction yield, written as a fraction of the theoretical maximum amount of product (1.0 means a 100% yield; for example, 0.34 means a 34% yield). The reactants are C[O:2][C:3](=[O:24])[C:4]([NH:7][C:8]([C:10]1[C:15]([OH:16])=[CH:14][C:13]([C:17]2[CH:22]=[CH:21][CH:20]=[C:19]([Cl:23])[CH:18]=2)=[CH:12][N:11]=1)=[O:9])([CH3:6])[CH3:5].[Li+].[OH-].O. The catalyst is C1COCC1. The product is [Cl:23][C:19]1[CH:18]=[C:17]([C:13]2[CH:14]=[C:15]([OH:16])[C:10]([C:8]([NH:7][C:4]([CH3:5])([CH3:6])[C:3]([OH:24])=[O:2])=[O:9])=[N:11][CH:12]=2)[CH:22]=[CH:21][CH:20]=1. The yield is 0.810.